This data is from Forward reaction prediction with 1.9M reactions from USPTO patents (1976-2016). The task is: Predict the product of the given reaction. Given the reactants [CH3:1][S:2]([NH2:5])(=[O:4])=[O:3].[H-].[Na+].[CH3:8][C:9]1([CH3:37])[CH2:18][C:17]2[C:12](=[CH:13][CH:14]=[C:15]([C:19](O)=[O:20])[CH:16]=2)[NH:11][CH:10]1[C:22]1[CH:27]=[CH:26][CH:25]=[C:24]([C:28](=[O:36])[NH:29][C:30]2[CH:35]=[CH:34][CH:33]=[CH:32][CH:31]=2)[CH:23]=1.C(N1C=CN=C1)(N1C=CN=C1)=O, predict the reaction product. The product is: [CH3:1][S:2]([NH:5][C:19]([C:15]1[CH:16]=[C:17]2[C:12](=[CH:13][CH:14]=1)[NH:11][CH:10]([C:22]1[CH:23]=[C:24]([CH:25]=[CH:26][CH:27]=1)[C:28]([NH:29][C:30]1[CH:31]=[CH:32][CH:33]=[CH:34][CH:35]=1)=[O:36])[C:9]([CH3:37])([CH3:8])[CH2:18]2)=[O:20])(=[O:4])=[O:3].